The task is: Predict the reactants needed to synthesize the given product.. This data is from Retrosynthesis with 50K atom-mapped reactions and 10 reaction types from USPTO. The reactants are: COC(=O)/C=C/c1ccc(CC(C)=O)cc1.NCC(O)c1ccccc1. Given the product COC(=O)/C=C/c1ccc(CC(C)NCC(O)c2ccccc2)cc1, predict the reactants needed to synthesize it.